This data is from Reaction yield outcomes from USPTO patents with 853,638 reactions. The task is: Predict the reaction yield, written as a fraction of the theoretical maximum amount of product (1.0 means a 100% yield; for example, 0.34 means a 34% yield). The reactants are C(OC([N:11]1[CH2:15][CH:14]([OH:16])[CH:13]([CH:17]([C:36]2[CH:41]=[CH:40][CH:39]=[CH:38][CH:37]=2)[O:18][CH:19]([C:28]2[CH:33]=[CH:32][C:31]([O:34][CH3:35])=[CH:30][CH:29]=2)[C:20]2[CH:25]=[CH:24][C:23]([O:26][CH3:27])=[CH:22][CH:21]=2)[CH2:12]1)=O)C1C=CC=CC=1. The catalyst is CO. The product is [CH3:27][O:26][C:23]1[CH:22]=[CH:21][C:20]([CH:19]([C:28]2[CH:29]=[CH:30][C:31]([O:34][CH3:35])=[CH:32][CH:33]=2)[O:18][CH:17]([C:36]2[CH:41]=[CH:40][CH:39]=[CH:38][CH:37]=2)[CH:13]2[CH2:12][NH:11][CH2:15][CH:14]2[OH:16])=[CH:25][CH:24]=1. The yield is 0.980.